Dataset: Full USPTO retrosynthesis dataset with 1.9M reactions from patents (1976-2016). Task: Predict the reactants needed to synthesize the given product. (1) Given the product [CH3:14][C:15]1[CH:20]=[CH:19][CH:18]=[C:17]([CH2:21][CH2:22][CH3:23])[C:16]=1[C:24]1[CH:29]=[CH:28][CH:27]=[C:26]([CH2:30][O:1][C:2]2[CH:3]=[CH:4][C:5]([CH2:8][CH2:9][C:10]([OH:12])=[O:11])=[CH:6][CH:7]=2)[CH:25]=1, predict the reactants needed to synthesize it. The reactants are: [OH:1][C:2]1[CH:7]=[CH:6][C:5]([CH2:8][CH2:9][C:10]([O:12]C)=[O:11])=[CH:4][CH:3]=1.[CH3:14][C:15]1[CH:20]=[CH:19][CH:18]=[C:17]([CH2:21][CH2:22][CH3:23])[C:16]=1[C:24]1[CH:29]=[CH:28][CH:27]=[C:26]([CH2:30]O)[CH:25]=1.C(P(CCCC)CCCC)CCC.N(C(N1CCCCC1)=O)=NC(N1CCCCC1)=O.Cl. (2) Given the product [CH2:14]([O:1][C:2]1[CH:3]=[C:4]([C:8]([CH3:13])([CH3:12])[C:9](=[O:11])[CH3:10])[CH:5]=[CH:6][CH:7]=1)[CH3:15], predict the reactants needed to synthesize it. The reactants are: [OH:1][C:2]1[CH:3]=[C:4]([C:8]([CH3:13])([CH3:12])[C:9](=[O:11])[CH3:10])[CH:5]=[CH:6][CH:7]=1.[CH:14](NC(C)C)(C)[CH3:15].C(I)C.C(=O)([O-])[O-].[K+].[K+]. (3) Given the product [Br:1][C:2]1[C:3]([N:18]([CH3:23])[S:19]([CH3:22])(=[O:21])=[O:20])=[CH:4][C:5]2[O:9][C:8]([C:10]([N:54]([O:55][CH3:56])[CH3:53])=[O:12])=[C:7]([C:13]([NH:14][CH3:15])=[O:16])[C:6]=2[CH:17]=1, predict the reactants needed to synthesize it. The reactants are: [Br:1][C:2]1[C:3]([N:18]([CH3:23])[S:19]([CH3:22])(=[O:21])=[O:20])=[CH:4][C:5]2[O:9][C:8]([C:10]([OH:12])=O)=[C:7]([C:13](=[O:16])[NH:14][CH3:15])[C:6]=2[CH:17]=1.C1C=CC2N(O)N=NC=2C=1.CCN=C=NCCCN(C)C.CCN(CC)CC.Cl.[CH3:53][NH:54][O:55][CH3:56]. (4) Given the product [CH2:1]([O:3][CH:4]([O:7][CH2:8][CH3:9])[CH2:5][O:18][C:10](=[O:17])[C:11]1[CH:16]=[CH:15][CH:14]=[CH:13][CH:12]=1)[CH3:2], predict the reactants needed to synthesize it. The reactants are: [CH2:1]([O:3][CH:4]([O:7][CH2:8][CH3:9])[CH2:5]Cl)[CH3:2].[C:10]([O-:18])(=[O:17])[C:11]1[CH:16]=[CH:15][CH:14]=[CH:13][CH:12]=1.[K+].[Br-].[K+].CN(C=O)C. (5) The reactants are: [CH3:1][O:2][C@H:3]1[C:8]([CH3:10])([CH3:9])[O:7][C@@H:6]([O:11][C:12]2[C:21]([C:22]3[CH:27]=[CH:26][CH:25]=[CH:24][CH:23]=3)=[C:20]3[C:15]([CH:16]=[C:17]([NH:29][C:30](=[O:39])OCC4C=CC=CC=4)[C:18](=[O:28])[O:19]3)=[CH:14][CH:13]=2)[C@@H:5]2[O:40]C(=O)[O:42][C@H:4]12.CCN=C=NCCCN(C)C.[CH3:55][O:56][C:57]1[CH:58]=[C:59]([C:63]2[C:68]([O:69][CH3:70])=[CH:67][CH:66]=[C:65](C(O)=O)[CH:64]=2)[CH:60]=[CH:61][CH:62]=1.C(=O)([O-])[O-]. Given the product [OH:40][C@@H:5]1[C@H:4]([OH:42])[C@@H:3]([O:2][CH3:1])[C:8]([CH3:10])([CH3:9])[O:7][C@H:6]1[O:11][C:12]1[C:21]([C:22]2[CH:23]=[CH:24][CH:25]=[CH:26][CH:27]=2)=[C:20]2[C:15]([CH:16]=[C:17]([NH:29][C:30]([C:65]3[CH:64]=[C:63]([C:59]4[CH:60]=[CH:61][CH:62]=[C:57]([O:56][CH3:55])[CH:58]=4)[C:68]([O:69][CH3:70])=[CH:67][CH:66]=3)=[O:39])[C:18](=[O:28])[O:19]2)=[CH:14][CH:13]=1, predict the reactants needed to synthesize it.